This data is from Catalyst prediction with 721,799 reactions and 888 catalyst types from USPTO. The task is: Predict which catalyst facilitates the given reaction. (1) Reactant: [NH2:1][C:2]1[CH:7]=[CH:6][CH:5]=[CH:4][CH:3]=1.[OH-].[Cs+].I[CH:11]([CH3:13])[CH3:12]. Product: [CH:11]([NH:1][C:2]1[CH:7]=[CH:6][CH:5]=[CH:4][CH:3]=1)([CH3:13])[CH3:12]. The catalyst class is: 3. (2) Reactant: S(Cl)(Cl)=O.[CH2:5]([CH:7]([C:10]1[CH:14]=[CH:13][NH:12][N:11]=1)[CH2:8][CH3:9])[CH3:6].C(N(CC)C(C)C)(C)C.O[CH:25]1[O:29][CH2:28][N:27]([C:30]2[CH:35]=[CH:34][CH:33]=[C:32]([C:36]([F:39])([F:38])[F:37])[CH:31]=2)[C:26]1=[O:40].C(=O)(O)[O-].[Na+]. Product: [CH2:5]([CH:7]([C:10]1[CH:14]=[CH:13][N:12]([CH:25]2[O:29][CH2:28][N:27]([C:30]3[CH:35]=[CH:34][CH:33]=[C:32]([C:36]([F:38])([F:37])[F:39])[CH:31]=3)[C:26]2=[O:40])[N:11]=1)[CH2:8][CH3:9])[CH3:6]. The catalyst class is: 2. (3) Reactant: [NH2:1][C:2]1[CH:7]=[CH:6][CH:5]=[CH:4][C:3]=1[C:8](=[O:10])[CH3:9].C1C(=O)N([I:18])C(=O)C1. Product: [NH2:1][C:2]1[CH:7]=[CH:6][C:5]([I:18])=[CH:4][C:3]=1[C:8](=[O:10])[CH3:9]. The catalyst class is: 2. (4) Reactant: [H-].[Na+].[C:3]1([NH:9][C:10]2[N:11]=[CH:12][C:13]3[CH:19]=[CH:18][C:17](=[O:20])[NH:16][C:14]=3[N:15]=2)[CH:8]=[CH:7][CH:6]=[CH:5][CH:4]=1.Br[CH:22]([CH2:25][CH3:26])[CH2:23][CH3:24]. Product: [CH2:23]([CH:22]([N:16]1[C:14]2[N:15]=[C:10]([NH:9][C:3]3[CH:4]=[CH:5][CH:6]=[CH:7][CH:8]=3)[N:11]=[CH:12][C:13]=2[CH:19]=[CH:18][C:17]1=[O:20])[CH2:25][CH3:26])[CH3:24]. The catalyst class is: 9. (5) Reactant: C([NH:8][CH:9]([CH2:13][NH:14]C(OC(C)(C)C)=O)[C:10](O)=[O:11])(OC(C)(C)C)=O.C(#[N:24])C.Cl.[NH2:26][CH2:27][CH2:28][CH2:29][NH:30][C:31](=[O:35])[C:32]([CH3:34])=[CH2:33]. Product: [NH2:8][C:9]([NH:26][CH2:27][CH2:28][CH2:29][NH:30][C:31](=[O:35])[C:32]([CH3:34])=[CH2:33])([CH2:13][NH2:14])[C:10]([NH2:24])=[O:11]. The catalyst class is: 66. (6) Reactant: [C:1]([O:5][C:6]([NH:8][C@H:9]([CH2:18][C:19]1[CH:24]=[C:23]([F:25])[C:22]([F:26])=[CH:21][C:20]=1[F:27])[CH2:10][C:11]([O:13]C(C)(C)C)=[O:12])=[O:7])([CH3:4])([CH3:3])[CH3:2].FC(F)(F)C(O)=O.Cl. Product: [C:1]([O:5][C:6]([NH:8][C@H:9]([CH2:18][C:19]1[CH:24]=[C:23]([F:25])[C:22]([F:26])=[CH:21][C:20]=1[F:27])[CH2:10][C:11]([OH:13])=[O:12])=[O:7])([CH3:4])([CH3:2])[CH3:3]. The catalyst class is: 2.